From a dataset of CYP2D6 inhibition data for predicting drug metabolism from PubChem BioAssay. Regression/Classification. Given a drug SMILES string, predict its absorption, distribution, metabolism, or excretion properties. Task type varies by dataset: regression for continuous measurements (e.g., permeability, clearance, half-life) or binary classification for categorical outcomes (e.g., BBB penetration, CYP inhibition). Dataset: cyp2d6_veith. (1) The drug is CCn1cc(C(=O)N/N=C(/C)c2ccc(F)cc2)c(=O)c2cc(F)c(N3CCCC3)cc21. The result is 0 (non-inhibitor). (2) The molecule is CCCCCCCCCCCCC/C=C\[C@@H](O)[C@@H](N)CO. The result is 1 (inhibitor).